From a dataset of Full USPTO retrosynthesis dataset with 1.9M reactions from patents (1976-2016). Predict the reactants needed to synthesize the given product. (1) Given the product [F:34][C:35]1[C:42]([O:43][CH3:44])=[CH:41][CH:40]=[CH:39][C:36]=1[CH2:37][NH:38][C:4](=[O:6])[C:3]1[CH:7]=[CH:8][C:9]([NH2:11])=[N:10][C:2]=1[NH2:1], predict the reactants needed to synthesize it. The reactants are: [NH2:1][C:2]1[N:10]=[C:9]([NH2:11])[CH:8]=[CH:7][C:3]=1[C:4]([OH:6])=O.ON1C2C=CC=CC=2N=N1.CCN=C=NCCCN(C)C.Cl.[F:34][C:35]1[C:42]([O:43][CH3:44])=[CH:41][CH:40]=[CH:39][C:36]=1[CH2:37][NH2:38]. (2) Given the product [CH3:4][C:2]([Si:5]([C:21]1[CH:26]=[CH:25][CH:24]=[CH:23][CH:22]=1)([C:15]1[CH:16]=[CH:17][CH:18]=[CH:19][CH:20]=1)[O:6][CH2:7][C@@H:8]1[CH2:14][C@@H:13]2[C@@H:11]([CH2:12]2)[CH2:10][N:9]1[C:34]([C:32]1[C:31]([C:37]2[N:42]=[CH:41][CH:40]=[CH:39][N:38]=2)=[CH:30][CH:29]=[C:28]([CH3:27])[N:33]=1)=[O:35])([CH3:1])[CH3:3], predict the reactants needed to synthesize it. The reactants are: [CH3:1][C:2]([Si:5]([C:21]1[CH:26]=[CH:25][CH:24]=[CH:23][CH:22]=1)([C:15]1[CH:20]=[CH:19][CH:18]=[CH:17][CH:16]=1)[O:6][CH2:7][C@@H:8]1[CH2:14][C@@H:13]2[C@@H:11]([CH2:12]2)[CH2:10][NH:9]1)([CH3:4])[CH3:3].[CH3:27][C:28]1[N:33]=[C:32]([C:34](O)=[O:35])[C:31]([C:37]2[N:42]=[CH:41][CH:40]=[CH:39][N:38]=2)=[CH:30][CH:29]=1.CCN(C(C)C)C(C)C.CN(C(ON1N=NC2C=CC=CC1=2)=[N+](C)C)C.[B-](F)(F)(F)F. (3) Given the product [C:25]([O:24][CH2:23][CH:12]1[NH:11][C:15](=[O:16])[C:14]([CH3:21])([CH3:20])[C:13]1=[O:22])([CH3:28])([CH3:27])[CH3:26], predict the reactants needed to synthesize it. The reactants are: C(OC([NH:11][CH:12]([CH2:23][O:24][C:25]([CH3:28])([CH3:27])[CH3:26])[C:13](=[O:22])[C:14]([CH3:21])([CH3:20])[C:15](OCC)=[O:16])=O)C1C=CC=CC=1. (4) Given the product [CH2:27]([O:26][C:24]([CH:8]1[C:7](=[O:10])[CH2:6][CH2:5][C:4]2([O:3][CH2:2][CH2:1][O:11]2)[CH2:9]1)=[O:25])[CH3:28], predict the reactants needed to synthesize it. The reactants are: [CH2:1]1[O:11][C:4]2([CH2:9][CH2:8][C:7](=[O:10])[CH2:6][CH2:5]2)[O:3][CH2:2]1.C[Si]([N-][Si](C)(C)C)(C)C.[Li+].C([C:24]([O:26][CH2:27][CH3:28])=[O:25])#N.CCOC(C)=O. (5) Given the product [Si:13]([O:12][C:5]1[C:6]2[C:11](=[CH:10][CH:9]=[CH:8][CH:7]=2)[C:2]([Cl:1])=[N:3][CH:4]=1)([C:16]([CH3:19])([CH3:18])[CH3:17])([CH3:15])[CH3:14], predict the reactants needed to synthesize it. The reactants are: [Cl:1][C:2]1[C:11]2[C:6](=[CH:7][CH:8]=[CH:9][CH:10]=2)[C:5]([OH:12])=[CH:4][N:3]=1.[Si:13](Cl)([C:16]([CH3:19])([CH3:18])[CH3:17])([CH3:15])[CH3:14]. (6) Given the product [O:32]=[C:23]1[C:24]2[C:29](=[CH:28][CH:27]=[CH:26][CH:25]=2)[C:30](=[O:31])[N:22]1[C:11]1[S:12][CH:13]=[C:14]([C:15]2[CH:16]=[CH:17][C:18]([CH3:21])=[CH:19][CH:20]=2)[C:10]=1[C:8]([OH:9])=[O:7], predict the reactants needed to synthesize it. The reactants are: [OH-].[Na+].CO.C([O:7][C:8]([C:10]1[C:14]([C:15]2[CH:20]=[CH:19][C:18]([CH3:21])=[CH:17][CH:16]=2)=[CH:13][S:12][C:11]=1[N:22]1[C:30](=[O:31])[C:29]2[C:24](=[CH:25][CH:26]=[CH:27][CH:28]=2)[C:23]1=[O:32])=[O:9])C.Cl. (7) The reactants are: [Cl:1][C:2]1[CH:3]=[C:4]2[C:8](=[CH:9][CH:10]=1)[NH:7][CH:6]=[C:5]2[CH2:11][CH2:12][NH:13][C:14](=[O:22])[C:15]1[CH:20]=[CH:19][C:18](I)=[CH:17][CH:16]=1.[C:23]([C:25]1[CH:30]=[CH:29][CH:28]=[CH:27][C:26]=1B(O)O)#[N:24].C(=O)([O-])[O-].[Na+].[Na+]. Given the product [Cl:1][C:2]1[CH:3]=[C:4]2[C:8](=[CH:9][CH:10]=1)[NH:7][CH:6]=[C:5]2[CH2:11][CH2:12][NH:13][C:14]([C:15]1[CH:20]=[CH:19][C:18]([C:26]2[CH:27]=[CH:28][CH:29]=[CH:30][C:25]=2[C:23]#[N:24])=[CH:17][CH:16]=1)=[O:22], predict the reactants needed to synthesize it.